Task: Predict the reaction yield, written as a fraction of the theoretical maximum amount of product (1.0 means a 100% yield; for example, 0.34 means a 34% yield).. Dataset: Reaction yield outcomes from USPTO patents with 853,638 reactions (1) The reactants are [NH2:1][C:2]1[C:19]([F:20])=[CH:18][C:5]([O:6][C:7]2[CH:12]=[C:11](Cl)[N:10]=[C:9]([NH:14][C:15](=[O:17])[CH3:16])[N:8]=2)=[C:4]([F:21])[CH:3]=1. The catalyst is [Pd].CO. The product is [NH2:1][C:2]1[C:19]([F:20])=[CH:18][C:5]([O:6][C:7]2[CH:12]=[CH:11][N:10]=[C:9]([NH:14][C:15](=[O:17])[CH3:16])[N:8]=2)=[C:4]([F:21])[CH:3]=1. The yield is 0.820. (2) The reactants are [C:1]([C:3]1[CH:8]=[CH:7][CH:6]=[CH:5][C:4]=1[C:9]1[CH:14]=[CH:13][C:12]([CH2:15][C:16]2[C:17](=[O:39])[N:18]([CH2:28][C:29]3[CH:38]=[CH:37][C:32]([C:33](OC)=[O:34])=[CH:31][CH:30]=3)[C:19]3[N:20]([N:25]=[CH:26][N:27]=3)[C:21]=2[CH2:22][CH2:23][CH3:24])=[CH:11][CH:10]=1)#[N:2].[OH-].[Na+].O1CCCC1.Cl. The catalyst is CO. The product is [OH:34][CH2:33][C:32]1[CH:31]=[CH:30][C:29]([CH2:28][N:18]2[C:17](=[O:39])[C:16]([CH2:15][C:12]3[CH:13]=[CH:14][C:9]([C:4]4[C:3]([C:1]#[N:2])=[CH:8][CH:7]=[CH:6][CH:5]=4)=[CH:10][CH:11]=3)=[C:21]([CH2:22][CH2:23][CH3:24])[N:20]3[N:25]=[CH:26][N:27]=[C:19]23)=[CH:38][CH:37]=1. The yield is 0.700. (3) The reactants are [CH2:1]([N:4]1[C:8]2[C:9]([O:17][C@H:18]3[CH2:22][N:21](C(OC(C)(C)C)=O)[C@H:20]([C:30]([O:32][CH3:33])=[O:31])[CH2:19]3)=[N:10][C:11]3[CH:12]=[CH:13][CH:14]=[CH:15][C:16]=3[C:7]=2[C:6]([CH3:34])=[CH:5]1)[CH:2]=[CH2:3]. The catalyst is C(Cl)Cl.C1(C)C=CC=CC=1. The product is [CH2:1]([N:4]1[C:8]2[C:9]([O:17][C@H:18]3[CH2:22][NH:21][C@H:20]([C:30]([O:32][CH3:33])=[O:31])[CH2:19]3)=[N:10][C:11]3[CH:12]=[CH:13][CH:14]=[CH:15][C:16]=3[C:7]=2[C:6]([CH3:34])=[CH:5]1)[CH:2]=[CH2:3]. The yield is 0.980. (4) The reactants are [C:1]1([C:21]2[CH:26]=[CH:25][CH:24]=[CH:23][CH:22]=2)[CH:6]=[CH:5][CH:4]=[CH:3][C:2]=1[N:7]1[C:16](=[O:17])[C:15]2[C:10](=[CH:11][CH:12]=[CH:13][C:14]=2[Cl:18])[N:9]=[C:8]1[CH2:19]Cl.[N:27]1[C:35]([NH2:36])=[C:34]2[C:30]([N:31]=[CH:32][NH:33]2)=[N:29][CH:28]=1.C([O-])([O-])=O.[K+].[K+]. The catalyst is CN(C=O)C. The product is [NH2:36][C:35]1[N:27]=[CH:28][N:29]=[C:30]2[C:34]=1[N:33]=[CH:32][N:31]2[CH2:19][C:8]1[N:7]([C:2]2[CH:3]=[CH:4][CH:5]=[CH:6][C:1]=2[C:21]2[CH:26]=[CH:25][CH:24]=[CH:23][CH:22]=2)[C:16](=[O:17])[C:15]2[C:10](=[CH:11][CH:12]=[CH:13][C:14]=2[Cl:18])[N:9]=1. The yield is 0.680.